From a dataset of Catalyst prediction with 721,799 reactions and 888 catalyst types from USPTO. Predict which catalyst facilitates the given reaction. (1) Product: [CH2:7]([N:14]1[CH2:19][CH2:18][N:17]([C:39](=[O:40])[C:38]2[CH:37]=[C:36]([C:35]([F:50])([F:49])[F:34])[CH:44]=[C:43]([C:45]([F:48])([F:47])[F:46])[CH:42]=2)[C@H:16]([CH2:21][C:22]2[CH:27]=[CH:26][C:25]([OH:28])=[C:24]([O:29][CH3:30])[CH:23]=2)[CH2:15]1)[C:8]1[CH:9]=[CH:10][CH:11]=[CH:12][CH:13]=1.[F:34][C:35]([F:50])([F:49])[C:36]1[CH:37]=[C:38]([CH:42]=[C:43]([C:45]([F:48])([F:47])[F:46])[CH:44]=1)[C:39]([O-:20])=[O:40]. The catalyst class is: 30. Reactant: [H-].[Al+3].[Li+].[H-].[H-].[H-].[CH2:7]([N:14]1[CH2:19][C:18](=[O:20])[NH:17][C@H:16]([CH2:21][C:22]2[CH:27]=[CH:26][C:25]([OH:28])=[C:24]([O:29][CH3:30])[CH:23]=2)[C:15]1=O)[C:8]1[CH:13]=[CH:12][CH:11]=[CH:10][CH:9]=1.[OH-].[Na+].[F:34][C:35]([F:50])([F:49])[C:36]1[CH:37]=[C:38]([CH:42]=[C:43]([C:45]([F:48])([F:47])[F:46])[CH:44]=1)[C:39](Cl)=[O:40]. (2) Reactant: [CH:1]([C:4]1[CH:9]=[CH:8][CH:7]=[CH:6][C:5]=1[OH:10])([CH3:3])[CH3:2].C1(C)C=CC(S([O-])(=O)=O)=CC=1.[NH+]1C=CC=CC=1.[CH2:28]1[CH2:33][O:32][CH:31]=[CH:30][CH2:29]1. Product: [CH:1]([C:4]1[CH:9]=[CH:8][CH:7]=[CH:6][C:5]=1[O:10][CH:31]1[CH2:30][CH2:29][CH2:28][CH2:33][O:32]1)([CH3:3])[CH3:2]. The catalyst class is: 4. (3) Reactant: [C:1]([O:5][C:6]([N:8]([CH2:23][CH:24]1[CH2:29][CH2:28][N:27]([C:30]([O:32][C:33]([CH3:36])([CH3:35])[CH3:34])=[O:31])[CH2:26][CH2:25]1)[CH2:9][CH2:10][C:11]1[CH:16]=[C:15]([O:17][CH3:18])[C:14]([N+:19]([O-])=O)=[CH:13][C:12]=1[Cl:22])=[O:7])([CH3:4])([CH3:3])[CH3:2].[NH4+].[Cl-]. Product: [NH2:19][C:14]1[C:15]([O:17][CH3:18])=[CH:16][C:11]([CH2:10][CH2:9][N:8]([CH2:23][CH:24]2[CH2:25][CH2:26][N:27]([C:30]([O:32][C:33]([CH3:34])([CH3:35])[CH3:36])=[O:31])[CH2:28][CH2:29]2)[C:6]([O:5][C:1]([CH3:4])([CH3:2])[CH3:3])=[O:7])=[C:12]([Cl:22])[CH:13]=1. The catalyst class is: 284. (4) Reactant: [CH3:1][N:2]1[C:10](=[O:11])[C:9]2[NH:8][CH:7]=[N:6][C:5]=2[N:4]([CH2:12][CH2:13][CH2:14][CH2:15][CH3:16])[C:3]1=[O:17].[Br:18]NC(=O)CCC(N)=O. Product: [Br:18][C:7]1[NH:8][C:9]2[C:10](=[O:11])[N:2]([CH3:1])[C:3](=[O:17])[N:4]([CH2:12][CH2:13][CH2:14][CH2:15][CH3:16])[C:5]=2[N:6]=1. The catalyst class is: 3.